Dataset: Peptide-MHC class II binding affinity with 134,281 pairs from IEDB. Task: Regression. Given a peptide amino acid sequence and an MHC pseudo amino acid sequence, predict their binding affinity value. This is MHC class II binding data. The peptide sequence is AHCIGITDRDFIEGV. The MHC is DRB1_1101 with pseudo-sequence DRB1_1101. The binding affinity (normalized) is 0.398.